Dataset: Forward reaction prediction with 1.9M reactions from USPTO patents (1976-2016). Task: Predict the product of the given reaction. (1) Given the reactants [OH-].[K+].[C:3]([O:7][C:8]([N:10]1[CH2:16][CH2:15][C:14]2[C:17]([S:22][C:23](=O)N(C)C)=[C:18]([Cl:21])[CH:19]=[CH:20][C:13]=2[CH2:12][CH2:11]1)=[O:9])([CH3:6])([CH3:5])[CH3:4].[H-].[Na+].BrC[C:32]#[N:33], predict the reaction product. The product is: [C:3]([O:7][C:8]([N:10]1[CH2:16][CH2:15][C:14]2[C:17]([S:22][CH2:23][C:32]#[N:33])=[C:18]([Cl:21])[CH:19]=[CH:20][C:13]=2[CH2:12][CH2:11]1)=[O:9])([CH3:4])([CH3:6])[CH3:5]. (2) Given the reactants [H-].[Na+].[CH3:3][N:4]1[CH2:9][CH2:8][O:7][CH2:6][CH:5]1[CH2:10][OH:11].[N+](C1C=CC([O:21][C:22]([N:24]2[CH2:29][CH2:28][N:27]([C:30]3[CH:35]=[CH:34][C:33]([F:36])=[CH:32][CH:31]=3)[CH2:26][CH2:25]2)=O)=CC=1)([O-])=O.C([O-])(O)=O.[Na+], predict the reaction product. The product is: [F:36][C:33]1[CH:32]=[CH:31][C:30]([N:27]2[CH2:26][CH2:25][N:24]([C:22]([O:11][CH2:10][CH:5]3[CH2:6][O:7][CH2:8][CH2:9][N:4]3[CH3:3])=[O:21])[CH2:29][CH2:28]2)=[CH:35][CH:34]=1.